From a dataset of Reaction yield outcomes from USPTO patents with 853,638 reactions. Predict the reaction yield, written as a fraction of the theoretical maximum amount of product (1.0 means a 100% yield; for example, 0.34 means a 34% yield). The yield is 0.528. The product is [O:1]=[C:2]([N:23]1[CH2:28][CH:27]2[CH2:29][CH:24]1[CH2:25][N:26]2[C:30](=[O:33])[CH2:31][CH3:32])[CH2:3][C@H:4]([NH2:15])[CH2:5][C:6]1[CH:11]=[C:10]([F:12])[C:9]([F:13])=[CH:8][C:7]=1[F:14]. The reactants are [O:1]=[C:2]([N:23]1[CH2:28][CH:27]2[CH2:29][CH:24]1[CH2:25][N:26]2[C:30](=[O:33])[CH2:31][CH3:32])[CH2:3][C@H:4]([NH:15]C(=O)OC(C)(C)C)[CH2:5][C:6]1[CH:11]=[C:10]([F:12])[C:9]([F:13])=[CH:8][C:7]=1[F:14].Cl. No catalyst specified.